From a dataset of Forward reaction prediction with 1.9M reactions from USPTO patents (1976-2016). Predict the product of the given reaction. (1) Given the reactants [S:1]([CH2:11][CH2:12][O:13][C:14](=[O:17])[CH:15]=[CH2:16])([C:4]1[CH:10]=[CH:9][C:7]([CH3:8])=[CH:6][CH:5]=1)(=[O:3])=[O:2].[OH:18][CH2:19][CH2:20][CH2:21][CH2:22][O:23][C:24](=[O:27])[CH:25]=[CH2:26].[CH3:28][O:29][C:30](=[O:34])[C:31]([CH3:33])=[CH2:32].CC(N=NC(C#N)(C)C)(C#N)C, predict the reaction product. The product is: [S:1]([CH2:11][CH2:12][O:13][C:14](=[O:17])[C:15]([CH3:19])=[CH2:16])([C:4]1[CH:5]=[CH:6][C:7]([CH3:8])=[CH:9][CH:10]=1)(=[O:3])=[O:2].[OH:18][CH2:19][CH2:20][CH2:21][CH2:22][O:23][C:24](=[O:27])[CH:25]=[CH2:26].[CH3:28][O:29][C:30](=[O:34])[C:31]([CH3:33])=[CH2:32]. (2) Given the reactants F[C:2]1[CH:3]=[C:4]([CH:6]=[CH:7][C:8]=1F)[NH2:5].[ClH:10].Cl[C:12](Cl)(Cl)[CH:13]([OH:15])O.S([O-])([O-])(=O)=O.[Na+].[Na+].[ClH:25].[NH2:26][OH:27], predict the reaction product. The product is: [Cl:10][C:2]1[CH:3]=[C:4]([NH:5][C:13](=[O:15])[CH:12]=[N:26][OH:27])[CH:6]=[CH:7][C:8]=1[Cl:25].